This data is from Forward reaction prediction with 1.9M reactions from USPTO patents (1976-2016). The task is: Predict the product of the given reaction. The product is: [CH3:19][O:1][CH2:2][CH2:3][N:4]([CH3:16])[C:5]1[CH:15]=[CH:14][C:8]([C:9]([O:11][CH2:12][CH3:13])=[O:10])=[CH:7][CH:6]=1. Given the reactants [OH:1][CH2:2][CH2:3][N:4]([CH3:16])[C:5]1[CH:15]=[CH:14][C:8]([C:9]([O:11][CH2:12][CH3:13])=[O:10])=[CH:7][CH:6]=1.[H-].[Na+].[CH3:19]I.O, predict the reaction product.